From a dataset of Forward reaction prediction with 1.9M reactions from USPTO patents (1976-2016). Predict the product of the given reaction. (1) The product is: [C:12](=[N:25][NH:26][C:2]1[CH:11]=[CH:10][CH:9]=[C:8]2[C:3]=1[CH:4]=[CH:5][N:6]=[CH:7]2)([C:19]1[CH:20]=[CH:21][CH:22]=[CH:23][CH:24]=1)[C:13]1[CH:18]=[CH:17][CH:16]=[CH:15][CH:14]=1. Given the reactants Br[C:2]1[CH:11]=[CH:10][CH:9]=[C:8]2[C:3]=1[CH:4]=[CH:5][N:6]=[CH:7]2.[C:12](=[N:25][NH2:26])([C:19]1[CH:24]=[CH:23][CH:22]=[CH:21][CH:20]=1)[C:13]1[CH:18]=[CH:17][CH:16]=[CH:15][CH:14]=1, predict the reaction product. (2) Given the reactants [Cl:1][C:2]1[CH:7]=[CH:6][C:5]([OH:8])=[CH:4][C:3]=1[N+:9]([O-:11])=[O:10].Cl[CH2:13][CH2:14][N:15]1[CH2:20][CH2:19][O:18][CH2:17][CH2:16]1.C([O-])([O-])=O.[Cs+].[Cs+], predict the reaction product. The product is: [Cl:1][C:2]1[CH:7]=[CH:6][C:5]([O:8][CH2:13][CH2:14][N:15]2[CH2:20][CH2:19][O:18][CH2:17][CH2:16]2)=[CH:4][C:3]=1[N+:9]([O-:11])=[O:10]. (3) The product is: [ClH:20].[C:17]([O:16][C:7]1[CH:6]=[CH:5][C:4]2[C:9](=[CH:10][CH:11]=[C:2]([Br:1])[CH:3]=2)[C:8]=1[CH2:12][N:13]([CH3:14])[CH3:15])(=[O:19])[CH3:18]. Given the reactants [Br:1][C:2]1[CH:3]=[C:4]2[C:9](=[CH:10][CH:11]=1)[C:8]([CH2:12][N:13]([CH3:15])[CH3:14])=[C:7]([OH:16])[CH:6]=[CH:5]2.[C:17]([Cl:20])(=[O:19])[CH3:18], predict the reaction product. (4) Given the reactants C[O:2][C:3]([C:5]1[CH:10]=[CH:9][N:8]=[C:7]([N:11]2[CH2:16][CH2:15][N:14]([C:17]([O:19][CH2:20][C:21]([CH3:24])([CH3:23])[CH3:22])=[O:18])[CH2:13][CH2:12]2)[CH:6]=1)=O.[BH4-].[Li+].[OH-].[Na+], predict the reaction product. The product is: [OH:2][CH2:3][C:5]1[CH:10]=[CH:9][N:8]=[C:7]([N:11]2[CH2:12][CH2:13][N:14]([C:17]([O:19][CH2:20][C:21]([CH3:24])([CH3:23])[CH3:22])=[O:18])[CH2:15][CH2:16]2)[CH:6]=1. (5) Given the reactants [S:1]1[C:5]([CH:6]=O)=[CH:4][CH:3]=[C:2]1[C:8]1[S:9][CH:10]=[CH:11][CH:12]=1.N1(C2C=C[C:21]([CH:22]=[O:23])=CC=2)C=CC=N1, predict the reaction product. The product is: [S:1]1[C:5](/[CH:6]=[CH:21]/[CH:22]=[O:23])=[CH:4][CH:3]=[C:2]1[C:8]1[S:9][CH:10]=[CH:11][CH:12]=1. (6) The product is: [Cl:31][C:29]1[N:28]=[CH:27][N:26]([C:23]2[CH:24]=[CH:25][C:20]([NH:19][C:16]3[N:15]=[C:14]4[CH:6]([C:7]5[CH:12]=[CH:11][CH:10]=[CH:9][C:8]=5[F:13])[CH2:5][CH2:4][CH2:3][CH2:2][N:18]4[N:17]=3)=[CH:21][C:22]=2[O:32][CH3:33])[CH:30]=1. Given the reactants Cl[CH2:2][CH2:3][CH2:4][CH2:5][CH:6]([C:14]1[NH:18][N:17]=[C:16]([NH:19][C:20]2[CH:25]=[CH:24][C:23]([N:26]3[CH:30]=[C:29]([Cl:31])[N:28]=[CH:27]3)=[C:22]([O:32][CH3:33])[CH:21]=2)[N:15]=1)[C:7]1[CH:12]=[CH:11][CH:10]=[CH:9][C:8]=1[F:13].[I-].[Na+], predict the reaction product. (7) Given the reactants [S:1]1[CH:5]=[CH:4][CH:3]=[C:2]1[C:6]1[CH:7]=[C:8]([CH:11]=[CH:12][CH:13]=1)[CH:9]=O.[C:14]([C:17]1[CH:25]=[CH:24][C:20]([C:21]([OH:23])=[O:22])=[CH:19][CH:18]=1)(=[O:16])[CH3:15], predict the reaction product. The product is: [S:1]1[CH:5]=[CH:4][CH:3]=[C:2]1[C:6]1[CH:7]=[C:8](/[CH:9]=[CH:15]/[C:14]([C:17]2[CH:25]=[CH:24][C:20]([C:21]([OH:23])=[O:22])=[CH:19][CH:18]=2)=[O:16])[CH:11]=[CH:12][CH:13]=1. (8) Given the reactants [F:1][C:2]1[CH:7]=[C:6]([I:8])[CH:5]=[CH:4][C:3]=1[NH:9][C:10]1[C:18]([C:19](O)=[O:20])=[CH:17][CH:16]=[C:15]2[C:11]=1[CH:12]=[N:13][NH:14]2.Cl.[CH2:23]([O:25][NH2:26])[CH3:24].C1C=CC2N(O)N=NC=2C=1.CCN=C=NCCCN(C)C.CCN(C(C)C)C(C)C, predict the reaction product. The product is: [CH2:23]([O:25][NH:26][C:19]([C:18]1[C:10]([NH:9][C:3]2[CH:4]=[CH:5][C:6]([I:8])=[CH:7][C:2]=2[F:1])=[C:11]2[C:15](=[CH:16][CH:17]=1)[NH:14][N:13]=[CH:12]2)=[O:20])[CH3:24]. (9) Given the reactants [NH:1]1[C:9]2[C:4](=[CH:5][CH:6]=[CH:7][CH:8]=2)[C:3](/[CH:10]=[CH:11]/[C:12]([NH:14][C:15]2[CH:16]=[C:17]([CH:21]=[CH:22][CH:23]=2)[C:18]([OH:20])=O)=[O:13])=[N:2]1.[N:24]1([CH2:30][CH2:31][NH2:32])[CH2:29][CH2:28][O:27][CH2:26][CH2:25]1, predict the reaction product. The product is: [NH:1]1[C:9]2[C:4](=[CH:5][CH:6]=[CH:7][CH:8]=2)[C:3](/[CH:10]=[CH:11]/[C:12]([NH:14][C:15]2[CH:16]=[C:17]([CH:21]=[CH:22][CH:23]=2)[C:18]([NH:32][CH2:31][CH2:30][N:24]2[CH2:29][CH2:28][O:27][CH2:26][CH2:25]2)=[O:20])=[O:13])=[N:2]1. (10) The product is: [O:30]1[C:29]2=[C:24]([N:21]3[CH2:20][CH2:19][CH:18]([N:12]([CH3:13])[CH2:11][C:2]4[CH:3]=[CH:4][C:5]5[C:10](=[CH:9][CH:8]=[CH:7][CH:6]=5)[CH:1]=4)[CH2:23][CH2:22]3)[N:25]=[CH:26][CH:27]=[C:28]2[CH:32]=[CH:31]1. Given the reactants [CH:1]1[C:10]2[C:5](=[CH:6][CH:7]=[CH:8][CH:9]=2)[CH:4]=[CH:3][C:2]=1[CH2:11][N:12]([CH:18]1[CH2:23][CH2:22][N:21]([C:24]2[N:25]=[CH:26][CH:27]=[C:28]3[CH:32]=[CH:31][O:30][C:29]=23)[CH2:20][CH2:19]1)[C:13](=O)OCC.[H-].[H-].[H-].[H-].[Li+].[Al+3].O.[OH-].[Na+], predict the reaction product.